Task: Predict the reaction yield, written as a fraction of the theoretical maximum amount of product (1.0 means a 100% yield; for example, 0.34 means a 34% yield).. Dataset: Reaction yield outcomes from USPTO patents with 853,638 reactions The reactants are [NH2:1][C:2]1[CH:7]=[CH:6][CH:5]=[CH:4][CH:3]=1.[CH3:8][O:9][C:10]1[CH:15]=[CH:14][C:13](Br)=[CH:12][CH:11]=1.[O:17]([C:19](C)(C)C)[Na].P(C(C)(C)C)(C(C)(C)C)C(C)(C)C.[C:36]1(C)[CH:41]=[CH:40][CH:39]=[CH:38][CH:37]=1. The catalyst is C1C=CC(/C=C/C(/C=C/C2C=CC=CC=2)=O)=CC=1.C1C=CC(/C=C/C(/C=C/C2C=CC=CC=2)=O)=CC=1.C1C=CC(/C=C/C(/C=C/C2C=CC=CC=2)=O)=CC=1.[Pd].[Pd]. The yield is 0.650. The product is [CH3:19][O:17][C:5]1[CH:6]=[CH:7][C:2]([N:1]([C:13]2[CH:14]=[CH:15][C:10]([O:9][CH3:8])=[CH:11][CH:12]=2)[C:36]2[CH:41]=[CH:40][CH:39]=[CH:38][CH:37]=2)=[CH:3][CH:4]=1.